This data is from Full USPTO retrosynthesis dataset with 1.9M reactions from patents (1976-2016). The task is: Predict the reactants needed to synthesize the given product. (1) The reactants are: Cl[CH2:2][C:3]1[CH:8]=[CH:7][C:6]([C@@H:9]([NH:11][C:12](=[O:18])[O:13][C:14]([CH3:17])([CH3:16])[CH3:15])[CH3:10])=[CH:5][CH:4]=1.[N:19]1[N:20]=[CH:21][N:22]2[CH2:27][CH2:26][NH:25][CH2:24][C:23]=12.CCN(C(C)C)C(C)C. Given the product [N:19]1[N:20]=[CH:21][N:22]2[CH2:27][CH2:26][N:25]([CH2:2][C:3]3[CH:8]=[CH:7][C:6]([C@@H:9]([NH:11][C:12](=[O:18])[O:13][C:14]([CH3:17])([CH3:16])[CH3:15])[CH3:10])=[CH:5][CH:4]=3)[CH2:24][C:23]=12, predict the reactants needed to synthesize it. (2) Given the product [Cl:19][C:17]1[CH:16]=[CH:15][C:14]2[N:9]([C:7](=[O:8])/[CH:6]=[CH:5]/[C:4]([OH:26])=[O:3])[CH2:10][CH:11]([C:20]3[CH:21]=[CH:22][CH:23]=[CH:24][CH:25]=3)[O:12][C:13]=2[CH:18]=1, predict the reactants needed to synthesize it. The reactants are: C([O:3][C:4](=[O:26])/[CH:5]=[CH:6]/[C:7]([N:9]1[C:14]2[CH:15]=[CH:16][C:17]([Cl:19])=[CH:18][C:13]=2[O:12][CH:11]([C:20]2[CH:25]=[CH:24][CH:23]=[CH:22][CH:21]=2)[CH2:10]1)=[O:8])C.[OH-].[Na+].Cl. (3) Given the product [N:2]1([C:8]2[S:9][C:10]([C:13]([NH2:1])=[O:15])=[CH:11][N:12]=2)[CH2:7][CH2:6][NH:5][CH2:4][CH2:3]1, predict the reactants needed to synthesize it. The reactants are: [NH3:1].[N:2]1([C:8]2[S:9][C:10]([C:13]([O:15]C)=O)=[CH:11][N:12]=2)[CH2:7][CH2:6][NH:5][CH2:4][CH2:3]1. (4) Given the product [Cl:1][C:2]1[C:10]([Cl:11])=[CH:9][CH:8]=[CH:7][C:3]=1[C:4]([NH:20][CH2:19][CH:18]([N:12]1[CH2:17][CH2:16][O:15][CH2:14][CH2:13]1)[C:21]1[CH:22]=[N:23][CH:24]=[N:25][CH:26]=1)=[O:6], predict the reactants needed to synthesize it. The reactants are: [Cl:1][C:2]1[C:10]([Cl:11])=[CH:9][CH:8]=[CH:7][C:3]=1[C:4]([OH:6])=O.[N:12]1([CH:18]([C:21]2[CH:22]=[N:23][CH:24]=[N:25][CH:26]=2)[CH2:19][NH2:20])[CH2:17][CH2:16][O:15][CH2:14][CH2:13]1. (5) Given the product [Cl:1][C:2]1[CH:3]=[CH:4][C:5]2[S:9][C:8]([S:10]([NH:13][C:14]3[CH:15]=[C:16]([CH:20]=[CH:21][CH:22]=3)[C:17]([O:19][CH2:30][CH3:31])=[O:18])(=[O:12])=[O:11])=[C:7]([CH3:23])[C:6]=2[CH:24]=1, predict the reactants needed to synthesize it. The reactants are: [Cl:1][C:2]1[CH:3]=[CH:4][C:5]2[S:9][C:8]([S:10]([NH:13][C:14]3[CH:15]=[C:16]([CH:20]=[CH:21][CH:22]=3)[C:17]([OH:19])=[O:18])(=[O:12])=[O:11])=[C:7]([CH3:23])[C:6]=2[CH:24]=1.C(N1C=CN=C1)(N1[CH:31]=[CH:30]N=C1)=O.N1C=CC=CC=1.CCO.C(O)(C(F)(F)F)=O. (6) Given the product [CH3:13][O:12][C:11]1[CH:10]=[C:9]2[C:4]([CH:5]=[N:6][C:7]([CH3:14])=[N:8]2)=[CH:3][C:2]=1[B:23]1[O:27][C:26]([CH3:29])([CH3:28])[C:25]([CH3:31])([CH3:30])[O:24]1, predict the reactants needed to synthesize it. The reactants are: Br[C:2]1[CH:3]=[C:4]2[C:9](=[CH:10][C:11]=1[O:12][CH3:13])[N:8]=[C:7]([CH3:14])[N:6]=[CH:5]2.C(Cl)Cl.CC([O-])=O.[K+].[B:23]1([B:23]2[O:27][C:26]([CH3:29])([CH3:28])[C:25]([CH3:31])([CH3:30])[O:24]2)[O:27][C:26]([CH3:29])([CH3:28])[C:25]([CH3:31])([CH3:30])[O:24]1. (7) Given the product [CH3:1][O:2][C:3](=[O:20])[CH:4]([O:17][CH2:18][CH3:19])[CH2:5][C:6]1[C:15]2[CH2:14][CH2:13][CH2:12][CH2:11][C:10]=2[C:9]([O:16][CH2:21][C:22]2[S:26][C:25]([C:27]3[CH:28]=[CH:29][C:30]([C:33]([F:36])([F:34])[F:35])=[CH:31][CH:32]=3)=[N:24][C:23]=2[CH3:37])=[CH:8][CH:7]=1, predict the reactants needed to synthesize it. The reactants are: [CH3:1][O:2][C:3](=[O:20])[CH:4]([O:17][CH2:18][CH3:19])[CH2:5][C:6]1[C:15]2[CH2:14][CH2:13][CH2:12][CH2:11][C:10]=2[C:9]([OH:16])=[CH:8][CH:7]=1.[CH3:21][C:22]1[S:26][C:25]([C:27]2[CH:32]=[CH:31][C:30]([C:33]([F:36])([F:35])[F:34])=[CH:29][CH:28]=2)=[N:24][C:23]=1[CH2:37]CO.C(=O)([O-])[O-].[Cs+].[Cs+]. (8) Given the product [NH2:8][CH2:9][CH2:10][CH2:11][CH2:12][CH2:13][CH2:14][O:15][C:16]1[C:39]([O:40][CH3:41])=[CH:38][C:19]2[C:20]3[N:25]([CH:26]([C:28]([CH3:29])([CH3:30])[CH3:31])[CH2:27][C:18]=2[CH:17]=1)[CH:24]=[C:23]([C:32]([OH:34])=[O:33])[C:22](=[O:37])[CH:21]=3, predict the reactants needed to synthesize it. The reactants are: C(OC([NH:8][CH2:9][CH2:10][CH2:11][CH2:12][CH2:13][CH2:14][O:15][C:16]1[C:39]([O:40][CH3:41])=[CH:38][C:19]2[C:20]3[N:25]([CH:26]([C:28]([CH3:31])([CH3:30])[CH3:29])[CH2:27][C:18]=2[CH:17]=1)[CH:24]=[C:23]([C:32]([O:34]CC)=[O:33])[C:22](=[O:37])[CH:21]=3)=O)(C)(C)C.O[Li].O.Cl.C([O-])(O)=O.[Na+]. (9) Given the product [CH:20]1[CH:21]=[C:22]2[C:23]([C:2]3[C:3]([NH:16][C:17]2=[CH:18][CH:19]=1)=[CH:4][C:5]1[C:14]([C:13]2[C:8]([NH:7][C:6]=1[CH:1]=3)=[CH:9][CH:10]=[CH:11][CH:12]=2)=[O:15])=[O:24], predict the reactants needed to synthesize it. The reactants are: [CH2:1]1[C:6]2[NH:7][C:8]3[C:13]([C:14](=[O:15])[C:5]=2[CH2:4][C:3]2[NH:16][C:17]4[C:22]([C:23](=[O:24])[C:2]1=2)=[CH:21][CH:20]=[CH:19][CH:18]=4)=[CH:12][CH:11]=[CH:10][CH:9]=3.[OH-].[Na+].C1C(S(O)(=O)=O)=CC2C(C3C=C(S(O)(=O)=O)C=CC=3C(=O)C=2C=1)=O.OO.